From a dataset of Full USPTO retrosynthesis dataset with 1.9M reactions from patents (1976-2016). Predict the reactants needed to synthesize the given product. Given the product [ClH:1].[ClH:39].[ClH:48].[Cl:1][C:2]1[CH:10]=[CH:9][C:5]([C:6]([NH:44][CH2:43][CH2:42][N:41]([CH3:45])[CH3:40])=[O:8])=[CH:4][C:3]=1[O:11][C:12]1[C:13]([NH:27][C:28]2[S:29][CH:30]=[C:31]([CH3:33])[N:32]=2)=[N:14][CH:15]=[C:16]([S:18][CH:19]([C:21]2[CH:26]=[CH:25][CH:24]=[CH:23][N:22]=2)[CH3:20])[CH:17]=1, predict the reactants needed to synthesize it. The reactants are: [Cl:1][C:2]1[CH:10]=[CH:9][C:5]([C:6]([OH:8])=O)=[CH:4][C:3]=1[O:11][C:12]1[C:13]([NH:27][C:28]2[S:29][CH:30]=[C:31]([CH3:33])[N:32]=2)=[N:14][CH:15]=[C:16]([S:18][CH:19]([C:21]2[CH:26]=[CH:25][CH:24]=[CH:23][N:22]=2)[CH3:20])[CH:17]=1.C(OC([Cl:39])=O)C.[CH3:40][N:41]([CH3:45])[CH2:42][CH2:43][NH2:44].[OH-].[Na+].[ClH:48].